Dataset: Reaction yield outcomes from USPTO patents with 853,638 reactions. Task: Predict the reaction yield, written as a fraction of the theoretical maximum amount of product (1.0 means a 100% yield; for example, 0.34 means a 34% yield). (1) The reactants are [NH:1]1[C:5]2[CH:6]=[CH:7][CH:8]=[CH:9][C:4]=2[N:3]=[C:2]1[CH2:10][N:11]1[C@@H:24]2[C@@H:15]([CH2:16][CH2:17][C:18]3[C:23]2=[N:22][CH:21]=[CH:20][CH:19]=3)[CH2:14][CH2:13][CH2:12]1.C(=O)([O-])[O-].[K+].[K+].Cl.Cl[CH2:33][CH2:34][CH2:35][N:36]([CH3:38])[CH3:37].[I-].[K+]. The catalyst is CN(C)C=O.O. The product is [N:11]1([CH2:10][C:2]2[N:3]([CH2:33][CH2:34][CH2:35][N:36]([CH3:38])[CH3:37])[C:4]3[CH:9]=[CH:8][CH:7]=[CH:6][C:5]=3[N:1]=2)[C@@H:24]2[C@@H:15]([CH2:16][CH2:17][C:18]3[C:23]2=[N:22][CH:21]=[CH:20][CH:19]=3)[CH2:14][CH2:13][CH2:12]1. The yield is 0.520. (2) The reactants are [NH2:1][C:2]1[CH:7]=[C:6](OC)[CH:5]=[CH:4][C:3]=1[C:10]([C:12]1[CH:17]=[CH:16][CH:15]=[CH:14][C:13]=1[F:18])=[O:11].[CH:19](C1C=CC(N)=CC=1)([CH3:21])[CH3:20].FC1C=CC=CC=1C#N. No catalyst specified. The product is [NH2:1][C:2]1[CH:7]=[CH:6][C:5]([CH:19]([CH3:21])[CH3:20])=[CH:4][C:3]=1[C:10]([C:12]1[CH:17]=[CH:16][CH:15]=[CH:14][C:13]=1[F:18])=[O:11]. The yield is 0.220.